This data is from Forward reaction prediction with 1.9M reactions from USPTO patents (1976-2016). The task is: Predict the product of the given reaction. Given the reactants [NH2:1][C:2]1[N:6]([CH3:7])[C:5](=[O:8])[C:4]([C:19]2[CH:24]=[CH:23][C:22]([O:25][CH:26]([F:28])[F:27])=[C:21]([CH3:29])[CH:20]=2)([C:9]2[CH:14]=[CH:13][CH:12]=[C:11]([C:15]#CCF)[CH:10]=2)[N:3]=1.BrC1C=C(C(=O)C(C2C=CC(OC(F)[F:48])=C(C)C=2)=O)C=CC=1.[CH2:52](O)[CH2:53][C:54]#C, predict the reaction product. The product is: [NH2:1][C:2]1[N:6]([CH3:7])[C:5](=[O:8])[C:4]([C:19]2[CH:24]=[CH:23][C:22]([O:25][CH:26]([F:27])[F:28])=[C:21]([CH3:29])[CH:20]=2)([C:9]2[CH:14]=[CH:13][CH:12]=[C:11]([C:15]#[C:52][CH2:53][CH2:54][F:48])[CH:10]=2)[N:3]=1.